Dataset: Forward reaction prediction with 1.9M reactions from USPTO patents (1976-2016). Task: Predict the product of the given reaction. (1) Given the reactants [C:1]([O:5][C:6]([N:8]1[CH2:13][CH2:12][N:11]([C:14]2[N:19]=[C:18](Cl)[CH:17]=[CH:16][N:15]=2)[CH2:10][CH2:9]1)=[O:7])([CH3:4])([CH3:3])[CH3:2].[Cl:21][C:22]1[CH:23]=[C:24]([CH:27]=[CH:28][CH:29]=1)[CH2:25][NH2:26].C(=O)([O-])[O-].[K+].[K+].O, predict the reaction product. The product is: [C:1]([O:5][C:6]([N:8]1[CH2:13][CH2:12][N:11]([C:14]2[N:19]=[C:18]([NH:26][CH2:25][C:24]3[CH:27]=[CH:28][CH:29]=[C:22]([Cl:21])[CH:23]=3)[CH:17]=[CH:16][N:15]=2)[CH2:10][CH2:9]1)=[O:7])([CH3:4])([CH3:3])[CH3:2]. (2) Given the reactants [Cl:1][C:2]1[CH:7]=[CH:6][C:5]([CH:8]2[C:12]3[N:13]([CH:22]([CH3:24])[CH3:23])[C:14]([C:16]4[CH2:17][CH2:18][NH:19][CH2:20][CH:21]=4)=[N:15][C:11]=3[C:10](=[O:25])[N:9]2[C:26]2[CH:27]=[C:28]([CH3:36])[C:29]3[N:30]([C:32]([CH3:35])=[N:33][N:34]=3)[CH:31]=2)=[CH:4][CH:3]=1.Cl[C:38]([O:40][CH2:41][CH:42]([CH3:44])[CH3:43])=[O:39].C([O-])(O)=O.[Na+], predict the reaction product. The product is: [Cl:1][C:2]1[CH:7]=[CH:6][C:5]([CH:8]2[C:12]3[N:13]([CH:22]([CH3:24])[CH3:23])[C:14]([C:16]4[CH2:17][CH2:18][N:19]([C:38]([O:40][CH2:41][CH:42]([CH3:44])[CH3:43])=[O:39])[CH2:20][CH:21]=4)=[N:15][C:11]=3[C:10](=[O:25])[N:9]2[C:26]2[CH:27]=[C:28]([CH3:36])[C:29]3[N:30]([C:32]([CH3:35])=[N:33][N:34]=3)[CH:31]=2)=[CH:4][CH:3]=1. (3) Given the reactants [CH3:1][O:2][C:3](=[O:16])[C:4]1[C:9]([CH:10]2[CH:14](I)[CH2:13][O:12][O:11]2)=[CH:8][CH:7]=[CH:6][CH:5]=1.[C:17](=O)([O-])[O-].[K+].[K+], predict the reaction product. The product is: [CH3:1][O:2][C:3](=[O:16])[C:4]1[C:9]([CH:10]2[CH:14]([CH3:17])[CH2:13][O:12][O:11]2)=[CH:8][CH:7]=[CH:6][CH:5]=1. (4) The product is: [Br:15][CH:10]([CH3:11])[C:9]([C:4]1[CH:5]=[CH:6][CH:7]=[CH:8][C:3]=1[C:2]([F:13])([F:14])[F:1])=[O:12]. Given the reactants [F:1][C:2]([F:14])([F:13])[C:3]1[CH:8]=[CH:7][CH:6]=[CH:5][C:4]=1[C:9](=[O:12])[CH2:10][CH3:11].[Br:15]Br.C(=O)([O-])[O-].[K+].[K+].S([O-])([O-])=O.[Na+].[Na+], predict the reaction product. (5) Given the reactants Br[C:2]1[CH:7]=[CH:6][C:5]([C:8]2[CH:13]=[CH:12][CH:11]=[CH:10][CH:9]=2)=[CH:4][CH:3]=1.[I-:14].[Na+].C(N)CCN, predict the reaction product. The product is: [I:14][C:2]1[CH:7]=[CH:6][C:5]([C:8]2[CH:13]=[CH:12][CH:11]=[CH:10][CH:9]=2)=[CH:4][CH:3]=1. (6) Given the reactants [H-].[Na+].[NH:3]1[CH:7]=[CH:6][CH:5]=[N:4]1.Br[CH2:9][CH2:10][O:11][C:12]1[CH:17]=[CH:16][C:15]([N:18]2[CH2:23][CH2:22][N:21]([C:24]3[CH:25]=[CH:26][C:27]4[N:28]([C:30]([C:33]([F:36])([F:35])[F:34])=[N:31][N:32]=4)[N:29]=3)[CH2:20][CH2:19]2)=[CH:14][CH:13]=1.O, predict the reaction product. The product is: [N:3]1([CH2:9][CH2:10][O:11][C:12]2[CH:17]=[CH:16][C:15]([N:18]3[CH2:19][CH2:20][N:21]([C:24]4[CH:25]=[CH:26][C:27]5[N:28]([C:30]([C:33]([F:36])([F:34])[F:35])=[N:31][N:32]=5)[N:29]=4)[CH2:22][CH2:23]3)=[CH:14][CH:13]=2)[CH:7]=[CH:6][CH:5]=[N:4]1. (7) The product is: [CH:16]1[C:17]2[N:5]([CH2:4][C@@H:2]([OH:1])[CH2:3][NH:18][CH2:19][C@H:20]([NH:22][C:23](=[O:29])[O:24][C:25]([CH3:28])([CH3:27])[CH3:26])[CH3:21])[C:6]3[C:11](=[CH:10][CH:9]=[CH:8][CH:7]=3)[C:12]=2[CH:13]=[CH:14][CH:15]=1. Given the reactants [O:1]1[CH2:3][C@H:2]1[CH2:4][N:5]1[C:17]2[CH:16]=[CH:15][CH:14]=[CH:13][C:12]=2[C:11]2[C:6]1=[CH:7][CH:8]=[CH:9][CH:10]=2.[NH2:18][CH2:19][C@H:20]([NH:22][C:23](=[O:29])[O:24][C:25]([CH3:28])([CH3:27])[CH3:26])[CH3:21], predict the reaction product.